From a dataset of Forward reaction prediction with 1.9M reactions from USPTO patents (1976-2016). Predict the product of the given reaction. (1) Given the reactants [Cl:1][C:2]1[N:3]=[C:4]([N:18]2[CH2:23][CH2:22][O:21][CH2:20][CH2:19]2)[C:5]2[S:10][C:9]([C:11]3[CH:12]=[C:13]([NH2:17])[CH:14]=[CH:15][CH:16]=3)=[CH:8][C:6]=2[N:7]=1.[OH:24][C:25]([CH3:30])([CH3:29])[C:26](O)=O, predict the reaction product. The product is: [Cl:1][C:2]1[N:3]=[C:4]([N:18]2[CH2:23][CH2:22][O:21][CH2:20][CH2:19]2)[C:5]2[S:10][C:9]([C:11]3[CH:12]=[C:13]([NH:17][CH2:26][C:25]([OH:24])([CH3:30])[CH3:29])[CH:14]=[CH:15][CH:16]=3)=[CH:8][C:6]=2[N:7]=1. (2) Given the reactants [CH3:1][O:2][C:3]1[N:12]=[CH:11][C:10]([C:13]([F:16])([F:15])[F:14])=[CH:9][C:4]=1[C:5](OC)=[O:6].CC(C[AlH]CC(C)C)C, predict the reaction product. The product is: [CH3:1][O:2][C:3]1[C:4]([CH2:5][OH:6])=[CH:9][C:10]([C:13]([F:16])([F:14])[F:15])=[CH:11][N:12]=1. (3) The product is: [O:61]=[C:60]1[CH2:62][CH2:63][C:64](=[O:65])[N:59]1[O:11][C:10](=[O:12])[CH2:9][CH2:8][CH:7]([NH:13][C:14](=[O:35])[CH2:15][CH2:16][CH2:17][CH2:18][CH2:19][CH2:20][CH2:21][CH2:22][CH2:23][CH2:24][CH2:25][CH2:26][CH2:27][CH2:28][CH2:29][C:30]1[N:31]=[N:32][NH:33][N:34]=1)[C:6]([O:5][C:1]([CH3:4])([CH3:2])[CH3:3])=[O:36]. Given the reactants [C:1]([O:5][C:6](=[O:36])[CH:7]([NH:13][C:14](=[O:35])[CH2:15][CH2:16][CH2:17][CH2:18][CH2:19][CH2:20][CH2:21][CH2:22][CH2:23][CH2:24][CH2:25][CH2:26][CH2:27][CH2:28][CH2:29][C:30]1[N:31]=[N:32][NH:33][N:34]=1)[CH2:8][CH2:9][C:10]([OH:12])=[O:11])([CH3:4])([CH3:3])[CH3:2].C(N(C(C)C)CC)(C)C.[B-](F)(F)(F)F.CN(C(O[N:59]1[C:64](=[O:65])[CH2:63][CH2:62][C:60]1=[O:61])=[N+](C)C)C, predict the reaction product. (4) Given the reactants [CH:1]1([CH2:7][NH:8][C:9]2[S:10][C:11]3[CH:17]=[C:16]([O:18][C:19]4[CH:24]=[CH:23][N:22]=[C:21]([C:25](OC(C)(C)C)=[O:26])[CH:20]=4)[CH:15]=[CH:14][C:12]=3[N:13]=2)[CH2:6][CH2:5][CH2:4][CH2:3][CH2:2]1.[H-].[H-].[H-].[H-].[Li+].[Al+3].[OH-].[Na+].[Al], predict the reaction product. The product is: [CH:1]1([CH2:7][NH:8][C:9]2[S:10][C:11]3[CH:17]=[C:16]([O:18][C:19]4[CH:24]=[CH:23][N:22]=[C:21]([CH2:25][OH:26])[CH:20]=4)[CH:15]=[CH:14][C:12]=3[N:13]=2)[CH2:2][CH2:3][CH2:4][CH2:5][CH2:6]1.